The task is: Binary Classification. Given a drug SMILES string, predict its activity (active/inactive) in a high-throughput screening assay against a specified biological target.. This data is from HIV replication inhibition screening data with 41,000+ compounds from the AIDS Antiviral Screen. (1) The compound is O=C1C(=Cc2ccc(Cl)cc2)NC(=S)N1CN1CCOCC1. The result is 0 (inactive). (2) The molecule is CC1=C(C#N)C(=O)OC1(C)C(CC(=O)c1ccccc1)c1ccccc1. The result is 0 (inactive). (3) The molecule is CC1(C)OC2OC(C(O)COC(=O)c3ccccc3)C(Cl)C2O1. The result is 0 (inactive). (4) The molecule is c1cc(-c2nc3sc(-c4ccncc4)nc3s2)ccn1. The result is 0 (inactive). (5) The molecule is CC1(C)N=C(C=NO)C(C)(C)N1O. The result is 0 (inactive). (6) The molecule is CN(C)CCONC(=O)C12CC3CC(CC(C3)C1)C2. The result is 0 (inactive). (7) The compound is c1ccc(N2N=NC3CCCC32N2CCCCC2)cc1. The result is 0 (inactive). (8) The molecule is N#CNC1=NC(Cc2ccccc2)C(=O)N1CCc1c[nH]c2ccccc12. The result is 0 (inactive). (9) The drug is COc1c2c(cc3c1OCO3)C13C=CC(OC)CC1N(C2)CC3O. The result is 0 (inactive). (10) The compound is COC(=O)c1nc(N)nc(C(=O)OC)c1C(=O)c1ccccc1. The result is 0 (inactive).